Regression/Classification. Given a drug SMILES string, predict its absorption, distribution, metabolism, or excretion properties. Task type varies by dataset: regression for continuous measurements (e.g., permeability, clearance, half-life) or binary classification for categorical outcomes (e.g., BBB penetration, CYP inhibition). For this dataset (solubility_aqsoldb), we predict Y. From a dataset of Aqueous solubility values for 9,982 compounds from the AqSolDB database. (1) The compound is Clc1cc(Cl)c2c(c1Cl)Oc1ccccc1O2. The Y is -7.58 log mol/L. (2) The drug is NC(=O)OCC1COC2(CCCCC2)O1. The Y is -1.89 log mol/L. (3) The drug is COc1c(Cl)cc(Cl)c(OC)c1O. The Y is -2.96 log mol/L. (4) The drug is CC(C)OC(=O)C(O)(c1ccc(Br)cc1)c1ccc(Br)cc1. The Y is -4.93 log mol/L. (5) The compound is COc1cc(Cl)c(Cl)cc1OC. The Y is -3.46 log mol/L.